Dataset: Catalyst prediction with 721,799 reactions and 888 catalyst types from USPTO. Task: Predict which catalyst facilitates the given reaction. Reactant: [Cl:1][C:2]1[N:7]=[C:6]([O:8][CH3:9])[N:5]=[C:4]([N:10]2[CH2:15][CH2:14][CH:13]([C:16]([OH:18])=[O:17])[CH2:12][CH2:11]2)[CH:3]=1.[N+](=[CH2:21])=[N-].C(OCC)C. Product: [CH3:21][O:17][C:16]([CH:13]1[CH2:14][CH2:15][N:10]([C:4]2[CH:3]=[C:2]([Cl:1])[N:7]=[C:6]([O:8][CH3:9])[N:5]=2)[CH2:11][CH2:12]1)=[O:18]. The catalyst class is: 442.